This data is from Forward reaction prediction with 1.9M reactions from USPTO patents (1976-2016). The task is: Predict the product of the given reaction. (1) Given the reactants [C:1]1([C@@:7]([NH2:19])([CH3:18])[CH2:8][CH2:9][NH:10][C:11]2[CH:12]=[C:13]([CH3:17])[CH:14]=[CH:15][CH:16]=2)[CH:6]=[CH:5][CH:4]=[CH:3][CH:2]=1.CCN(CC)CC.Cl[C:28](Cl)([O:30]C(=O)OC(Cl)(Cl)Cl)Cl, predict the reaction product. The product is: [CH3:18][C:7]1([C:1]2[CH:2]=[CH:3][CH:4]=[CH:5][CH:6]=2)[CH2:8][CH2:9][N:10]([C:11]2[CH:12]=[C:13]([CH3:17])[CH:14]=[CH:15][CH:16]=2)[C:28](=[O:30])[NH:19]1. (2) Given the reactants C(OC([N:8]1[CH2:11][CH:10]([O:12][C:13]2[CH:18]=[CH:17][C:16]([Br:19])=[CH:15][C:14]=2[O:20][CH3:21])[CH2:9]1)=O)(C)(C)C, predict the reaction product. The product is: [Br:19][C:16]1[CH:17]=[CH:18][C:13]([O:12][CH:10]2[CH2:11][NH:8][CH2:9]2)=[C:14]([O:20][CH3:21])[CH:15]=1. (3) Given the reactants [CH3:1][C:2]1[CH:7]=[CH:6][C:5]([N:8]2[CH:12]=[CH:11][CH:10]=[N:9]2)=[CH:4][CH:3]=1.[CH:13](=[O:17])[CH:14]([CH3:16])[CH3:15], predict the reaction product. The product is: [CH3:15][CH:14]([CH3:16])[CH:13]([C:12]1[N:8]([C:5]2[CH:4]=[CH:3][C:2]([CH3:1])=[CH:7][CH:6]=2)[N:9]=[CH:10][CH:11]=1)[OH:17]. (4) Given the reactants [OH:1][CH:2]1[CH2:7][CH2:6][CH2:5][CH2:4][CH:3]1[NH:8][S:9]([CH:12]([CH3:14])[CH3:13])(=[O:11])=[O:10].C(N(CC)CC)C.O, predict the reaction product. The product is: [CH3:14][CH:12]([S:9]([NH:8][CH:3]1[CH2:4][CH2:5][CH2:6][CH2:7][C:2]1=[O:1])(=[O:11])=[O:10])[CH3:13]. (5) The product is: [NH2:5][C:6]1[C:15]2[N:16]=[C:17]([CH2:28][O:29][N:30]=[C:2]([CH3:4])[CH3:1])[N:18]([CH2:19][CH2:20][CH2:21][NH:22][C:23](=[O:27])[CH:24]([CH3:26])[CH3:25])[C:14]=2[C:13]2[N:12]=[CH:11][CH:10]=[CH:9][C:8]=2[N:7]=1. Given the reactants [CH3:1][C:2]([CH3:4])=O.[NH2:5][C:6]1[C:15]2[N:16]=[C:17]([CH2:28][O:29][NH2:30])[N:18]([CH2:19][CH2:20][CH2:21][NH:22][C:23](=[O:27])[CH:24]([CH3:26])[CH3:25])[C:14]=2[C:13]2[N:12]=[CH:11][CH:10]=[CH:9][C:8]=2[N:7]=1, predict the reaction product. (6) Given the reactants Br[C:2]1[CH:3]=[N:4][C:5]([N:8]2[CH2:13][CH2:12][O:11][C@H:10]([CH2:14][N:15]3[C:19]4=[N:20][C:21]([C:24]5[CH:25]=[CH:26][C:27]([F:32])=[C:28]([CH:31]=5)[C:29]#[N:30])=[CH:22][N:23]=[C:18]4[N:17]=[N:16]3)[CH2:9]2)=[N:6][CH:7]=1.C([O-])([O-])=O.[K+].[K+].O1CCOCC1.[F:45][C:46]1[CH:58]=[C:57](B2OC(C)(C)C(C)(C)O2)[CH:56]=[CH:55][C:47]=1[CH2:48][N:49]1[CH2:54][CH2:53][O:52][CH2:51][CH2:50]1, predict the reaction product. The product is: [F:32][C:27]1[CH:26]=[CH:25][C:24]([C:21]2[N:20]=[C:19]3[N:15]([CH2:14][C@H:10]4[O:11][CH2:12][CH2:13][N:8]([C:5]5[N:4]=[CH:3][C:2]([C:57]6[CH:56]=[CH:55][C:47]([CH2:48][N:49]7[CH2:54][CH2:53][O:52][CH2:51][CH2:50]7)=[C:46]([F:45])[CH:58]=6)=[CH:7][N:6]=5)[CH2:9]4)[N:16]=[N:17][C:18]3=[N:23][CH:22]=2)=[CH:31][C:28]=1[C:29]#[N:30]. (7) Given the reactants [O:1]1[CH:5]=[CH:4][CH:3]=[C:2]1[C:6]1[CH:7]=[CH:8][C:9]([C:12]([N:14]([CH2:18][C:19]2[CH:35]=[CH:34][CH:33]=[CH:32][C:20]=2[O:21][CH2:22][CH2:23][CH2:24][CH2:25][CH2:26][C:27]([O:29]CC)=[O:28])[CH:15]([CH3:17])[CH3:16])=[O:13])=[N:10][CH:11]=1.O.[OH-].[Li+], predict the reaction product. The product is: [O:1]1[CH:5]=[CH:4][CH:3]=[C:2]1[C:6]1[CH:7]=[CH:8][C:9]([C:12]([N:14]([CH2:18][C:19]2[CH:35]=[CH:34][CH:33]=[CH:32][C:20]=2[O:21][CH2:22][CH2:23][CH2:24][CH2:25][CH2:26][C:27]([OH:29])=[O:28])[CH:15]([CH3:17])[CH3:16])=[O:13])=[N:10][CH:11]=1. (8) Given the reactants [CH3:1][C:2]1([C:8]2[CH:9]=[C:10](B(O)O)[CH:11]=[CH:12][C:13]=2[O:14][CH3:15])[CH2:7][CH2:6][CH2:5][CH2:4][CH2:3]1.Br[C:20]1[CH:21]=[C:22]2[C:27](=[CH:28][CH:29]=1)[CH:26]=[C:25]([CH:30]=[O:31])[CH:24]=[CH:23]2.C(=O)([O-])[O-].[Na+].[Na+], predict the reaction product. The product is: [CH3:1][C:2]1([C:8]2[CH:9]=[C:10]([C:20]3[CH:21]=[C:22]4[C:27](=[CH:28][CH:29]=3)[CH:26]=[C:25]([CH:30]=[O:31])[CH:24]=[CH:23]4)[CH:11]=[CH:12][C:13]=2[O:14][CH3:15])[CH2:7][CH2:6][CH2:5][CH2:4][CH2:3]1. (9) Given the reactants [C:1]([N:4]1[CH2:9][CH2:8][N:7]([C:10]2[CH:11]=[CH:12][C:13]([NH:16][C:17](=[O:27])[CH2:18][C:19]3[CH:20]=[N:21][C:22](Cl)=[C:23]([F:25])[CH:24]=3)=[N:14][CH:15]=2)[CH2:6][CH2:5]1)(=[O:3])[CH3:2].[CH3:28][C:29]1[CH:34]=[C:33](B2OC(C)(C)C(C)(C)O2)[CH:32]=[CH:31][N:30]=1.C([O-])([O-])=O.[Na+].[Na+].C1(C)C=CC=CC=1, predict the reaction product. The product is: [C:1]([N:4]1[CH2:9][CH2:8][N:7]([C:10]2[CH:11]=[CH:12][C:13]([NH:16][C:17](=[O:27])[CH2:18][C:19]3[CH:24]=[C:23]([F:25])[C:22]([C:33]4[CH:32]=[CH:31][N:30]=[C:29]([CH3:28])[CH:34]=4)=[N:21][CH:20]=3)=[N:14][CH:15]=2)[CH2:6][CH2:5]1)(=[O:3])[CH3:2]. (10) Given the reactants [NH2:1][C:2]1[N:3]([CH:15]2[CH2:17][CH2:16]2)[C:4]2[CH2:5][CH2:6][CH2:7][CH2:8][C:9]=2[C:10]=1[C:11]([O:13]C)=O.C(O[C:21]([CH3:28])=[CH:22][C:23]([O:25][CH2:26][CH3:27])=[O:24])C.CC1C=CC(S(O)(=O)=O)=CC=1.[O-]CC.[Na+].Cl, predict the reaction product. The product is: [CH:15]1([N:3]2[C:4]3[CH2:5][CH2:6][CH2:7][CH2:8][C:9]=3[C:10]3[C:11]([OH:13])=[C:22]([C:23]([O:25][CH2:26][CH3:27])=[O:24])[C:21]([CH3:28])=[N:1][C:2]2=3)[CH2:17][CH2:16]1.